This data is from Forward reaction prediction with 1.9M reactions from USPTO patents (1976-2016). The task is: Predict the product of the given reaction. (1) Given the reactants [C:1]([O:5][C:6]([NH:8][C:9]1[CH:14]=[CH:13][CH:12]=[CH:11][C:10]=1[NH:15][C:16](/[CH:18]=[CH:19]/[C:20]1[CH:25]=[CH:24][C:23]([CH:26]([N:30]([C:40]([O:42][C:43]([CH3:46])([CH3:45])[CH3:44])=[O:41])[CH2:31][CH:32]([N:34]2[CH2:39][CH2:38][O:37][CH2:36][CH2:35]2)[CH3:33])[C:27](O)=[O:28])=[CH:22][CH:21]=1)=[O:17])=[O:7])([CH3:4])([CH3:3])[CH3:2].F[P-](F)(F)(F)(F)F.Br[P+](N1CCCC1)(N1CCCC1)N1CCCC1.C(N(C(C)C)CC)(C)C.[CH:80]([C:83]1[CH:89]=[CH:88][C:86]([NH2:87])=[CH:85][CH:84]=1)([CH3:82])[CH3:81], predict the reaction product. The product is: [C:1]([O:5][C:6](=[O:7])[NH:8][C:9]1[CH:14]=[CH:13][CH:12]=[CH:11][C:10]=1[NH:15][C:16](=[O:17])/[CH:18]=[CH:19]/[C:20]1[CH:25]=[CH:24][C:23]([CH:26]([N:30]([C:40]([O:42][C:43]([CH3:46])([CH3:45])[CH3:44])=[O:41])[CH2:31][CH:32]([N:34]2[CH2:39][CH2:38][O:37][CH2:36][CH2:35]2)[CH3:33])[C:27](=[O:28])[NH:87][C:86]2[CH:88]=[CH:89][C:83]([CH:80]([CH3:82])[CH3:81])=[CH:84][CH:85]=2)=[CH:22][CH:21]=1)([CH3:3])([CH3:2])[CH3:4]. (2) Given the reactants [F:1][CH:2]([F:34])[CH2:3][C:4]([N:17]1[C:25]2[C:20](=[C:21]([NH:26][C:27](=[O:33])[O:28][C:29]([CH3:32])([CH3:31])[CH3:30])[CH:22]=[CH:23][CH:24]=2)[CH:19]=[N:18]1)([C:7]1[CH:12]=[CH:11][C:10]([C:13]([F:16])([F:15])[F:14])=[CH:9][CH:8]=1)[CH2:5][OH:6].CC(OI1(OC(C)=O)(OC(C)=O)OC(=O)C2C=CC=CC1=2)=O, predict the reaction product. The product is: [F:34][CH:2]([F:1])[CH2:3][C:4]([N:17]1[C:25]2[C:20](=[C:21]([NH:26][C:27](=[O:33])[O:28][C:29]([CH3:30])([CH3:31])[CH3:32])[CH:22]=[CH:23][CH:24]=2)[CH:19]=[N:18]1)([C:7]1[CH:8]=[CH:9][C:10]([C:13]([F:14])([F:15])[F:16])=[CH:11][CH:12]=1)[CH:5]=[O:6]. (3) The product is: [Cl:11][C:12]1[CH:13]=[C:14]([CH:27]=[CH:28][CH:29]=1)[CH2:15][N:16]1[C:26]2[C:21](=[CH:22][CH:23]=[CH:24][CH:25]=2)[C:19]2([NH:9][N:8]=[C:1]([C:2]3[CH:7]=[CH:6][CH:5]=[CH:4][CH:3]=3)[S:10]2)[C:17]1=[O:18]. Given the reactants [C:1](=[S:10])([NH:8][NH2:9])[C:2]1[CH:7]=[CH:6][CH:5]=[CH:4][CH:3]=1.[Cl:11][C:12]1[CH:13]=[C:14]([CH:27]=[CH:28][CH:29]=1)[CH2:15][N:16]1[C:26]2[C:21](=[CH:22][CH:23]=[CH:24][CH:25]=2)[C:19](=O)[C:17]1=[O:18].C(Cl)Cl.CCCCCC, predict the reaction product. (4) Given the reactants [C:1]([C:3]1[CH:4]=[C:5]([O:20][C:21]([F:24])([F:23])[F:22])[CH:6]=[C:7]2[C:12]=1[O:11][CH:10]([C:13]([F:16])([F:15])[F:14])[C:9]([C:17]([OH:19])=[O:18])=[CH:8]2)#[N:2].C(O)(=[O:27])C, predict the reaction product. The product is: [F:14][C:13]([F:16])([F:15])[C:10]([OH:27])=[O:11].[NH2:2][CH2:1][C:3]1[CH:4]=[C:5]([O:20][C:21]([F:24])([F:22])[F:23])[CH:6]=[C:7]2[C:12]=1[O:11][CH:10]([C:13]([F:16])([F:15])[F:14])[C:9]([C:17]([OH:19])=[O:18])=[CH:8]2. (5) Given the reactants [F:1][C:2]1[CH:3]=[C:4]([CH:8]([NH:20][C:21]2[CH:26]=[C:25]([F:27])[C:24]([F:28])=[C:23]([F:29])[CH:22]=2)[C:9]([O:11][C@@H:12]2[CH:17]3[CH2:18][CH2:19][N:14]([CH2:15][CH2:16]3)[CH2:13]2)=[O:10])[CH:5]=[CH:6][CH:7]=1.[Cl:30][CH2:31][C:32]([C:34]1[S:35][CH:36]=[CH:37][CH:38]=1)=[O:33], predict the reaction product. The product is: [Cl-:30].[F:1][C:2]1[CH:3]=[C:4]([CH:8]([NH:20][C:21]2[CH:22]=[C:23]([F:29])[C:24]([F:28])=[C:25]([F:27])[CH:26]=2)[C:9]([O:11][C@@H:12]2[CH:17]3[CH2:18][CH2:19][N+:14]([CH2:31][C:32](=[O:33])[C:34]4[S:35][CH:36]=[CH:37][CH:38]=4)([CH2:15][CH2:16]3)[CH2:13]2)=[O:10])[CH:5]=[CH:6][CH:7]=1. (6) Given the reactants [NH:1](C(OCC1C2C(=CC=CC=2)C2C1=CC=CC=2)=O)[C@H:2]([C:29]([OH:31])=[O:30])[CH2:3][CH2:4][CH2:5][CH2:6][NH:7][C:8]([C:23]1[CH:28]=[CH:27][CH:26]=[CH:25][CH:24]=1)([C:17]1[CH:22]=[CH:21][CH:20]=[CH:19][CH:18]=1)[C:9]1[CH:16]=[CH:15][C:12]([O:13][CH3:14])=[CH:11][CH:10]=1.C(Cl)Cl.C(#N)C.C(NCC)C, predict the reaction product. The product is: [NH2:1][C@H:2]([C:29]([OH:31])=[O:30])[CH2:3][CH2:4][CH2:5][CH2:6][NH:7][C:8]([C:23]1[CH:28]=[CH:27][CH:26]=[CH:25][CH:24]=1)([C:17]1[CH:22]=[CH:21][CH:20]=[CH:19][CH:18]=1)[C:9]1[CH:16]=[CH:15][C:12]([O:13][CH3:14])=[CH:11][CH:10]=1.